From a dataset of TCR-epitope binding with 47,182 pairs between 192 epitopes and 23,139 TCRs. Binary Classification. Given a T-cell receptor sequence (or CDR3 region) and an epitope sequence, predict whether binding occurs between them. (1) The epitope is FLPRVFSAV. The TCR CDR3 sequence is CATSDLLADTQYF. Result: 1 (the TCR binds to the epitope). (2) The epitope is ISDYDYYRY. The TCR CDR3 sequence is CAISGESSGTTPGELFF. Result: 0 (the TCR does not bind to the epitope). (3) The epitope is RQLLFVVEV. The TCR CDR3 sequence is CASSFSEAFF. Result: 1 (the TCR binds to the epitope). (4) The epitope is AMFWSVPTV. The TCR CDR3 sequence is CASSYFSYEQYF. Result: 1 (the TCR binds to the epitope). (5) The epitope is DRFYKTLRAEQASQEV. The TCR CDR3 sequence is CASIPDREKTQYF. Result: 0 (the TCR does not bind to the epitope). (6) The epitope is TLIGDCATV. The TCR CDR3 sequence is CASRTSGSYPEQFF. Result: 1 (the TCR binds to the epitope). (7) The TCR CDR3 sequence is CASRPGQVGDEQFF. Result: 1 (the TCR binds to the epitope). The epitope is KLNVGDYFV.